This data is from Forward reaction prediction with 1.9M reactions from USPTO patents (1976-2016). The task is: Predict the product of the given reaction. (1) Given the reactants [CH2:1]([O:8][C:9]1[CH:24]=[C:23]([N:25]([CH2:41][C:42]2[CH:47]=[CH:46][C:45]([CH:48]3[CH2:53][CH2:52][NH:51][CH2:50][CH2:49]3)=[CH:44][CH:43]=2)[C:26](=[O:40])[CH2:27][N:28]([CH3:39])[S:29]([C:32]2[CH:37]=[CH:36][C:35]([CH3:38])=[CH:34][CH:33]=2)(=[O:31])=[O:30])[CH:22]=[CH:21][C:10]=1[C:11]([O:13][CH2:14][C:15]1[CH:20]=[CH:19][CH:18]=[CH:17][CH:16]=1)=[O:12])[C:2]1[CH:7]=[CH:6][CH:5]=[CH:4][CH:3]=1.[C:54]([C:56]1[CH:64]=[CH:63][C:59]([C:60](O)=[O:61])=[CH:58][CH:57]=1)#[N:55], predict the reaction product. The product is: [CH2:1]([O:8][C:9]1[CH:24]=[C:23]([N:25]([CH2:41][C:42]2[CH:43]=[CH:44][C:45]([CH:48]3[CH2:49][CH2:50][N:51]([C:60](=[O:61])[C:59]4[CH:63]=[CH:64][C:56]([C:54]#[N:55])=[CH:57][CH:58]=4)[CH2:52][CH2:53]3)=[CH:46][CH:47]=2)[C:26](=[O:40])[CH2:27][N:28]([CH3:39])[S:29]([C:32]2[CH:37]=[CH:36][C:35]([CH3:38])=[CH:34][CH:33]=2)(=[O:31])=[O:30])[CH:22]=[CH:21][C:10]=1[C:11]([O:13][CH2:14][C:15]1[CH:16]=[CH:17][CH:18]=[CH:19][CH:20]=1)=[O:12])[C:2]1[CH:7]=[CH:6][CH:5]=[CH:4][CH:3]=1. (2) Given the reactants I[CH2:2][CH3:3].C([O-])([O-])=O.[K+].[K+].[F:10][C:11]1[CH:12]=[C:13]2[C:17](=[CH:18][CH:19]=1)[NH:16][C:15]([CH3:20])=[C:14]2[C:21]1[C:26]2[CH:27]=[CH:28][CH:29]=[CH:30][C:25]=2[S:24](=[O:32])(=[O:31])[NH:23][N:22]=1.Br[CH2:34][C:35]([O:37][C:38]([CH3:41])([CH3:40])[CH3:39])=[O:36], predict the reaction product. The product is: [C:38]([O:37][C:35](=[O:36])[CH2:34][N:16]1[C:17]2[C:13](=[CH:12][C:11]([F:10])=[CH:19][CH:18]=2)[C:14]([C:21]2[C:26]3[CH:27]=[CH:28][CH:29]=[CH:30][C:25]=3[S:24](=[O:31])(=[O:32])[N:23]([CH2:2][CH3:3])[N:22]=2)=[C:15]1[CH3:20])([CH3:41])([CH3:40])[CH3:39]. (3) Given the reactants [F:1][C:2]1[C:7]([O:8][CH3:9])=[CH:6][CH:5]=[CH:4][C:3]=1[C@@H:10]1[C:16]2[CH:17]=[C:18]([C:21]([F:24])([F:23])[F:22])[CH:19]=[CH:20][C:15]=2[N:14]2[C:25]([C:28]([F:31])([F:30])[F:29])=[N:26][N:27]=[C:13]2[C@@H:12]([CH2:32][C:33]([O:35][CH2:36][CH3:37])=[O:34])[O:11]1.CCCCCC, predict the reaction product. The product is: [F:1][C:2]1[C:7]([O:8][CH3:9])=[CH:6][CH:5]=[CH:4][C:3]=1[C@@H:10]1[C:16]2[CH:17]=[C:18]([C:21]([F:22])([F:23])[F:24])[CH:19]=[CH:20][C:15]=2[N:14]2[C:25]([C:28]([F:31])([F:29])[F:30])=[N:26][N:27]=[C:13]2[C@@H:12]([CH2:32][C:33]([O:35][CH2:36][CH3:37])=[O:34])[O:11]1.[F:1][C:2]1[C:7]([O:8][CH3:9])=[CH:6][CH:5]=[CH:4][C:3]=1[C@H:10]1[C:16]2[CH:17]=[C:18]([C:21]([F:22])([F:23])[F:24])[CH:19]=[CH:20][C:15]=2[N:14]2[C:25]([C:28]([F:31])([F:29])[F:30])=[N:26][N:27]=[C:13]2[C@H:12]([CH2:32][C:33]([O:35][CH2:36][CH3:37])=[O:34])[O:11]1.